This data is from Catalyst prediction with 721,799 reactions and 888 catalyst types from USPTO. The task is: Predict which catalyst facilitates the given reaction. (1) Reactant: [Cl:1][C:2]1[CH:29]=[CH:28][C:5]([CH2:6][N:7]2[C:11]3=[N:12][C:13]([CH3:27])=[C:14]([C:23](OC)=[O:24])[C:15]([C:16]4[CH:21]=[CH:20][C:19]([CH3:22])=[CH:18][CH:17]=4)=[C:10]3[CH:9]=[CH:8]2)=[C:4]([F:30])[CH:3]=1.[H-].[H-].[H-].[H-].[Li+].[Al+3].O.[OH-].[Na+]. Product: [Cl:1][C:2]1[CH:29]=[CH:28][C:5]([CH2:6][N:7]2[C:11]3=[N:12][C:13]([CH3:27])=[C:14]([CH2:23][OH:24])[C:15]([C:16]4[CH:17]=[CH:18][C:19]([CH3:22])=[CH:20][CH:21]=4)=[C:10]3[CH:9]=[CH:8]2)=[C:4]([F:30])[CH:3]=1.[CH3:23][OH:24]. The catalyst class is: 1. (2) Reactant: Cl.[F:2][C:3]1[CH:16]=[CH:15][C:6]([C:7]([CH:9]2[CH2:14][CH2:13][NH:12][CH2:11][CH2:10]2)=[O:8])=[CH:5][CH:4]=1.C(N(CC)CC)C.[F:24][C:25]1[CH:30]=[CH:29][C:28]([N:31]=[C:32]=[S:33])=[CH:27][CH:26]=1. Product: [F:24][C:25]1[CH:30]=[CH:29][C:28]([NH:31][C:32]([N:12]2[CH2:13][CH2:14][CH:9]([C:7](=[O:8])[C:6]3[CH:5]=[CH:4][C:3]([F:2])=[CH:16][CH:15]=3)[CH2:10][CH2:11]2)=[S:33])=[CH:27][CH:26]=1. The catalyst class is: 2. (3) Reactant: F[C:2]1[C:7]([CH:8]=O)=[C:6]([NH:10][C:11]2[CH:16]=[CH:15][C:14]([I:17])=[CH:13][C:12]=2[F:18])[C:5]([N+:19]([O-:21])=[O:20])=[C:4]([O:22][CH3:23])[CH:3]=1.O.[NH2:25][NH2:26]. Product: [F:18][C:12]1[CH:13]=[C:14]([I:17])[CH:15]=[CH:16][C:11]=1[NH:10][C:6]1[C:5]([N+:19]([O-:21])=[O:20])=[C:4]([O:22][CH3:23])[CH:3]=[C:2]2[C:7]=1[CH:8]=[N:25][NH:26]2. The catalyst class is: 57.